This data is from Retrosynthesis with 50K atom-mapped reactions and 10 reaction types from USPTO. The task is: Predict the reactants needed to synthesize the given product. (1) Given the product CC(C)(O)CCc1ccc2c(n1)-c1sc(-c3ncnn3-c3ccc(F)cc3F)cc1CCO2, predict the reactants needed to synthesize it. The reactants are: CC(C)(O)C#Cc1ccc2c(n1)-c1sc(-c3ncnn3-c3ccc(F)cc3F)cc1CCO2. (2) The reactants are: CC(Br)C(=O)Br.OCCOCc1ccccc1. Given the product CC(Br)C(=O)OCCOCc1ccccc1, predict the reactants needed to synthesize it.